This data is from Peptide-MHC class II binding affinity with 134,281 pairs from IEDB. The task is: Regression. Given a peptide amino acid sequence and an MHC pseudo amino acid sequence, predict their binding affinity value. This is MHC class II binding data. The peptide sequence is KKLALSLASVAMCRTPF. The binding affinity (normalized) is 0.820. The MHC is DRB4_0103 with pseudo-sequence DRB4_0103.